From a dataset of Reaction yield outcomes from USPTO patents with 853,638 reactions. Predict the reaction yield, written as a fraction of the theoretical maximum amount of product (1.0 means a 100% yield; for example, 0.34 means a 34% yield). (1) The reactants are Cl.[O:2]=[C:3]1[CH2:11][C:10]2[C:5](=C[CH:7]=[C:8](/[CH:12]=[CH:13]/[C:14]([OH:16])=O)[CH:9]=2)[NH:4]1.O.OC1C2N=N[NH:24]C=2C=CC=1.C(N(C(C)C)CC)(C)C.[CH3:37][C:38]1[NH:39][C:40]2[C:45]([C:46]=1[CH2:47][NH:48][CH3:49])=[CH:44][CH:43]=[CH:42][CH:41]=2.C(Cl)CCl. The catalyst is CN(C=O)C. The product is [CH3:49][N:48]([CH2:47][C:46]1[C:45]2[C:40](=[CH:41][CH:42]=[CH:43][CH:44]=2)[NH:39][C:38]=1[CH3:37])[C:14](=[O:16])/[CH:13]=[CH:12]/[C:8]1[CH:9]=[C:10]2[CH2:11][C:3](=[O:2])[NH:4][C:5]2=[N:24][CH:7]=1. The yield is 0.880. (2) The reactants are [C:1]1([CH:7]2[CH2:12][N:11](C(OC(C)(C)C)=O)[CH2:10][CH2:9][N:8]2[C:20]([O:22][CH2:23][C:24]2[CH:29]=[CH:28][CH:27]=[CH:26][CH:25]=2)=[O:21])[CH:6]=[CH:5][CH:4]=[CH:3][CH:2]=1.FC(F)(F)C(O)=O. The catalyst is ClCCl. The product is [C:1]1([CH:7]2[CH2:12][NH:11][CH2:10][CH2:9][N:8]2[C:20]([O:22][CH2:23][C:24]2[CH:25]=[CH:26][CH:27]=[CH:28][CH:29]=2)=[O:21])[CH:2]=[CH:3][CH:4]=[CH:5][CH:6]=1. The yield is 0.940. (3) The reactants are [NH2:1][C:2]1[CH:3]=[N:4][CH:5]=[CH:6][CH:7]=1.[Cl:8][C:9]1[CH:14]=[CH:13][C:12]([C:15]2[O:19][N:18]=[CH:17][C:16]=2[CH2:20][CH2:21][C:22](O)=[O:23])=[CH:11][CH:10]=1.O.ON1C2C=CC=CC=2N=N1.Cl.C(N=C=NCCCN(C)C)C. The catalyst is O.CN(C)C=O. The product is [N:4]1[CH:5]=[CH:6][CH:7]=[C:2]([NH:1][C:22](=[O:23])[CH2:21][CH2:20][C:16]2[CH:17]=[N:18][O:19][C:15]=2[C:12]2[CH:13]=[CH:14][C:9]([Cl:8])=[CH:10][CH:11]=2)[CH:3]=1. The yield is 0.960. (4) The reactants are [F:1][C:2]1[CH:30]=[CH:29][C:5]([CH2:6][NH:7][C:8](=[O:28])[C:9]2[CH:14]=[CH:13][C:12]([S:15]([N:18]3[C:26]4[C:21](=[CH:22][CH:23]=[CH:24][CH:25]=4)[C:20](I)=[CH:19]3)(=[O:17])=[O:16])=[CH:11][CH:10]=2)=[CH:4][CH:3]=1.[Cl:31][C:32]1[CH:37]=[CH:36][CH:35]=[CH:34][C:33]=1B(O)O.C(Cl)Cl.C([O-])([O-])=O.[Na+].[Na+]. The catalyst is C1C=CC(P(C2C=CC=CC=2)[C-]2C=CC=C2)=CC=1.C1C=CC(P(C2C=CC=CC=2)[C-]2C=CC=C2)=CC=1.Cl[Pd]Cl.[Fe+2].O.CCOC(C)=O.CN(C=O)C. The product is [Cl:31][C:32]1[CH:37]=[CH:36][CH:35]=[CH:34][C:33]=1[C:20]1[C:21]2[C:26](=[CH:25][CH:24]=[CH:23][CH:22]=2)[N:18]([S:15]([C:12]2[CH:13]=[CH:14][C:9]([C:8]([NH:7][CH2:6][C:5]3[CH:29]=[CH:30][C:2]([F:1])=[CH:3][CH:4]=3)=[O:28])=[CH:10][CH:11]=2)(=[O:17])=[O:16])[CH:19]=1. The yield is 0.600. (5) The reactants are [Cl:1][C:2]1[C:3]([OH:40])=[C:4]([S:9]([N:12]([CH2:26][C:27]2[CH:32]=[CH:31][C:30]([C:33]3[CH:38]=[CH:37][C:36]([F:39])=[CH:35][CH:34]=3)=[CH:29][CH:28]=2)[CH2:13][C:14]2[CH:19]=[CH:18][CH:17]=[C:16]([CH2:20][NH:21][CH2:22][CH:23]([CH3:25])[CH3:24])[CH:15]=2)(=[O:11])=[O:10])[CH:5]=[C:6]([Cl:8])[CH:7]=1.CCN(C(C)C)C(C)C.[N:50]1([C:56]2[CH:64]=[CH:63][C:59]([C:60]([OH:62])=O)=[CH:58][N:57]=2)[CH2:55][CH2:54][CH2:53][CH2:52][CH2:51]1.CCN=C=NCCCN(C)C.C1C=CC2N(O)N=NC=2C=1. The catalyst is C(#N)C.C(OCC)(=O)C. The product is [Cl:1][C:2]1[C:3]([OH:40])=[C:4]([S:9]([N:12]([CH2:13][C:14]2[CH:15]=[C:16]([CH:17]=[CH:18][CH:19]=2)[CH2:20][N:21]([CH2:22][CH:23]([CH3:25])[CH3:24])[C:60](=[O:62])[C:59]2[CH:63]=[CH:64][C:56]([N:50]3[CH2:51][CH2:52][CH2:53][CH2:54][CH2:55]3)=[N:57][CH:58]=2)[CH2:26][C:27]2[CH:28]=[CH:29][C:30]([C:33]3[CH:34]=[CH:35][C:36]([F:39])=[CH:37][CH:38]=3)=[CH:31][CH:32]=2)(=[O:11])=[O:10])[CH:5]=[C:6]([Cl:8])[CH:7]=1. The yield is 0.600. (6) The reactants are [Br:1][C:2]1[CH:7]=[CH:6][C:5]([NH2:8])=[C:4]([NH2:9])[CH:3]=1.Br[CH2:11][C:12](=O)[C:13]([O:15][CH2:16][CH3:17])=[O:14]. The catalyst is CN1CCCC1=O. The product is [Br:1][C:2]1[CH:3]=[C:4]2[C:5](=[CH:6][CH:7]=1)[N:8]=[C:12]([C:13]([O:15][CH2:16][CH3:17])=[O:14])[CH:11]=[N:9]2. The yield is 0.130. (7) The reactants are S(Cl)(Cl)=O.O.[C:6]([OH:16])(=[O:15])[C:7]1[NH:14][C:12](=[O:13])[NH:11][C:9](=[O:10])[CH:8]=1.N1C=CC=C[CH:18]=1. The catalyst is CN(C)C=O. The product is [CH3:18][C:8]1[C:9](=[O:10])[NH:11][C:12](=[O:13])[NH:14][C:7]=1[C:6]([OH:16])=[O:15].[OH:13][C:12]1[N:11]=[C:9]([OH:10])[CH:8]=[C:7]([C:6]([O:16][CH3:18])=[O:15])[N:14]=1. The yield is 0.970.